From a dataset of Reaction yield outcomes from USPTO patents with 853,638 reactions. Predict the reaction yield, written as a fraction of the theoretical maximum amount of product (1.0 means a 100% yield; for example, 0.34 means a 34% yield). (1) The reactants are [CH3:1][O:2][CH2:3][C@@H:4]1[N:8]([C:9]([O:11][CH2:12][C:13]2[CH:18]=[CH:17][CH:16]=[CH:15][CH:14]=2)=[O:10])[CH2:7][C@@H:6](S(C2C=CC(C)=CC=2)(=O)=O)[CH2:5]1.C1OCCOCCOCCOCCOCCOC1.[C-:47]#[N:48].[K+]. The catalyst is CS(C)=O.O. The product is [CH3:1][O:2][CH2:3][C@H:4]1[N:8]([C:9]([O:11][CH2:12][C:13]2[CH:14]=[CH:15][CH:16]=[CH:17][CH:18]=2)=[O:10])[CH2:7][C@@H:6]([C:47]#[N:48])[CH2:5]1. The yield is 0.690. (2) The reactants are [O:1]=[C:2]1[C:8]2=[CH:9][C:10]3[CH:11]=[CH:12][C:13]([C:16]([OH:18])=O)=[CH:14][C:15]=3[N:7]2[CH2:6][CH2:5][CH2:4][NH:3]1.ClC(N(C)C)=C(C)C.[C:27]([O:36][CH3:37])(=[O:35])[C:28]1[C:29](=[CH:31][CH:32]=[CH:33][CH:34]=1)[NH2:30].N1C=CC=CC=1. The catalyst is C(Cl)Cl.O. The product is [O:1]=[C:2]1[C:8]2=[CH:9][C:10]3[CH:11]=[CH:12][C:13]([C:16]([NH:30][C:29]4[CH:31]=[CH:32][CH:33]=[CH:34][C:28]=4[C:27]([O:36][CH3:37])=[O:35])=[O:18])=[CH:14][C:15]=3[N:7]2[CH2:6][CH2:5][CH2:4][NH:3]1. The yield is 0.650.